From a dataset of Reaction yield outcomes from USPTO patents with 853,638 reactions. Predict the reaction yield, written as a fraction of the theoretical maximum amount of product (1.0 means a 100% yield; for example, 0.34 means a 34% yield). (1) The reactants are [CH:1]1[CH:6]=CC=CC=1.[C:7]([O:11][CH3:12])(=[O:10])C=C.[NH2:13][C:14]1[O:18][C:17]([C:19]([O:21][CH3:22])=[O:20])=[CH:16][CH:15]=1. The catalyst is C(Cl)Cl.CCOC(C)=O. The product is [NH2:13][C:14]1[CH:1]=[CH:6][C:17]([OH:18])([C:19]([O:21][CH3:22])=[O:20])[CH2:16][C:15]=1[C:7]([O:11][CH3:12])=[O:10]. The yield is 0.930. (2) The reactants are C[O:2][C:3]([C:5]1([NH:11][C:12]([CH:14]2[CH2:18][CH:17]([O:19][C:20]3[C:29]4[C:24](=[CH:25][C:26]([O:30][CH3:31])=[CH:27][CH:28]=4)[N:23]=[C:22]([C:32]4[CH:37]=[CH:36][CH:35]=[CH:34][CH:33]=4)[CH:21]=3)[CH2:16][N:15]2[C:38](=[O:52])[CH:39]([NH:44][C:45]([O:47][C:48]([CH3:51])([CH3:50])[CH3:49])=[O:46])[C:40]([CH3:43])([CH3:42])[CH3:41])=[O:13])[C:7]2([CH2:10][CH2:9][CH2:8]2)[CH2:6]1)=[O:4].[Li+].[OH-]. The catalyst is C1COCC1.CO.O. The product is [C:48]([O:47][C:45]([NH:44][CH:39]([C:40]([CH3:43])([CH3:42])[CH3:41])[C:38]([N:15]1[CH2:16][CH:17]([O:19][C:20]2[C:29]3[C:24](=[CH:25][C:26]([O:30][CH3:31])=[CH:27][CH:28]=3)[N:23]=[C:22]([C:32]3[CH:37]=[CH:36][CH:35]=[CH:34][CH:33]=3)[CH:21]=2)[CH2:18][CH:14]1[C:12]([NH:11][C:5]1([C:3]([OH:4])=[O:2])[C:7]2([CH2:10][CH2:9][CH2:8]2)[CH2:6]1)=[O:13])=[O:52])=[O:46])([CH3:51])([CH3:50])[CH3:49]. The yield is 0.930.